Dataset: Forward reaction prediction with 1.9M reactions from USPTO patents (1976-2016). Task: Predict the product of the given reaction. (1) Given the reactants C([O:8][NH:9][C:10]([CH:12]([CH2:16][CH:17]([CH3:19])[CH3:18])[C:13]([OH:15])=[O:14])=[O:11])C1C=CC=CC=1, predict the reaction product. The product is: [OH:8][NH:9][C:10]([CH:12]([CH2:16][CH:17]([CH3:19])[CH3:18])[C:13]([OH:15])=[O:14])=[O:11]. (2) Given the reactants [CH3:1][O:2][C:3]1[CH:11]=[C:10]2[C:6]([CH2:7][CH2:8][C:9]2=[O:12])=[CH:5][CH:4]=1.[BH4-].[Na+], predict the reaction product. The product is: [CH3:1][O:2][C:3]1[CH:11]=[C:10]2[C:6]([CH2:7][CH2:8][CH:9]2[OH:12])=[CH:5][CH:4]=1. (3) Given the reactants CC(OC([N:8]1[CH2:13][CH2:12][C:11](=[C:14]([C:28]2[CH:33]=[CH:32][CH:31]=[CH:30][C:29]=2[NH2:34])[C:15]2[CH:20]=[CH:19][C:18]([C:21]([N:23]([CH2:26][CH3:27])[CH2:24][CH3:25])=[O:22])=[CH:17][CH:16]=2)[CH2:10][CH2:9]1)=O)(C)C.[C:35]1([CH2:41][CH:42]=O)[CH:40]=[CH:39][CH:38]=[CH:37][CH:36]=1.C(O)(=O)C.[BH-](OC(C)=O)(OC(C)=O)OC(C)=O.[Na+].FC(F)(F)C(O)=O, predict the reaction product. The product is: [CH2:26]([N:23]([CH2:24][CH3:25])[C:21](=[O:22])[C:18]1[CH:19]=[CH:20][C:15]([C:14]([C:28]2[CH:33]=[CH:32][CH:31]=[CH:30][C:29]=2[NH:34][CH2:42][CH2:41][C:35]2[CH:40]=[CH:39][CH:38]=[CH:37][CH:36]=2)=[C:11]2[CH2:12][CH2:13][NH:8][CH2:9][CH2:10]2)=[CH:16][CH:17]=1)[CH3:27]. (4) The product is: [C:1]1([C:7]2[CH2:11][CH:10]([CH2:12][CH2:13][CH2:14][CH2:15][N:26]3[CH2:27][CH2:28][N:23]([C:18]4[CH:19]=[CH:20][CH:21]=[CH:22][C:17]=4[CH3:29])[CH2:24][CH2:25]3)[O:9][N:8]=2)[CH:6]=[CH:5][CH:4]=[CH:3][CH:2]=1. Given the reactants [C:1]1([C:7]2[CH2:11][CH:10]([CH2:12][CH2:13][CH2:14][CH:15]=O)[O:9][N:8]=2)[CH:6]=[CH:5][CH:4]=[CH:3][CH:2]=1.[C:17]1([CH3:29])[CH:22]=[CH:21][CH:20]=[CH:19][C:18]=1[N:23]1[CH2:28][CH2:27][NH:26][CH2:25][CH2:24]1.[BH-](OC(C)=O)(OC(C)=O)OC(C)=O.[Na+], predict the reaction product. (5) Given the reactants C[O:2][C:3]1[CH:8]=[CH:7][C:6]([C:9]([C:11]2[CH:16]=[CH:15][C:14]([CH2:17][CH2:18][C:19]([O:21][CH3:22])=[O:20])=[CH:13][CH:12]=2)=[O:10])=[CH:5][CH:4]=1.[Al+3].[Cl-].[Cl-].[Cl-].O, predict the reaction product. The product is: [OH:2][C:3]1[CH:4]=[CH:5][C:6]([C:9]([C:11]2[CH:16]=[CH:15][C:14]([CH2:17][CH2:18][C:19]([O:21][CH3:22])=[O:20])=[CH:13][CH:12]=2)=[O:10])=[CH:7][CH:8]=1. (6) The product is: [CH2:1]([N:2]1[CH2:7][CH2:6][CH:5]([N:8]([C:22]2[CH:23]=[CH:24][CH:25]=[CH:26][CH:27]=2)[C:9]2[CH:21]=[CH:20][C:12]([C:13]([N:15]([CH2:18][CH3:19])[CH2:16][CH3:17])=[O:14])=[CH:11][CH:10]=2)[CH:4]([CH3:28])[CH2:3]1)[CH:33]=[CH2:34]. Given the reactants [CH3:1][N:2]1[CH2:7][CH2:6][CH:5]([N:8]([C:22]2[CH:27]=[CH:26][CH:25]=[CH:24][CH:23]=2)[C:9]2[CH:21]=[CH:20][C:12]([C:13]([N:15]([CH2:18][CH3:19])[CH2:16][CH3:17])=[O:14])=[CH:11][CH:10]=2)[CH:4]([CH3:28])[CH2:3]1.ClC(O[C:33]1C=CC=C[CH:34]=1)=O.[OH-].[Na+].C(C1C=C(OC)C=C(C(C)(C)C)C=1C1C=C(N(C2C=CC=CC=2)C2CCN(C)CC2C)C=CC=1C([O-])=O)(C)(C)C.C(Br)C=C, predict the reaction product. (7) The product is: [CH3:4][C:5]1([CH3:21])[CH2:10][C:9]([CH2:11][CH:12]=[O:1])([C:14]2[CH:19]=[CH:18][C:17]([CH3:20])=[CH:16][CH:15]=2)[CH2:8][CH2:7][O:6]1. Given the reactants [O:1]=[O+][O-].[CH3:4][C:5]1([CH3:21])[CH2:10][C:9]([C:14]2[CH:19]=[CH:18][C:17]([CH3:20])=[CH:16][CH:15]=2)([CH2:11][CH:12]=C)[CH2:8][CH2:7][O:6]1.C1(P(C2C=CC=CC=2)C2C=CC=CC=2)C=CC=CC=1, predict the reaction product. (8) Given the reactants Cl.[NH2:2][CH2:3][C:4]([O:6][CH3:7])=[O:5].CCN(CC)CC.[C:15]1([CH:21]=O)[CH:20]=[CH:19][CH:18]=[CH:17][CH:16]=1, predict the reaction product. The product is: [CH:21](=[N:2][CH2:3][C:4]([O:6][CH3:7])=[O:5])[C:15]1[CH:20]=[CH:19][CH:18]=[CH:17][CH:16]=1. (9) Given the reactants [F:1][C:2]1[CH:3]=[C:4]2[C:8](=[CH:9][CH:10]=1)[N:7]([CH2:11][C:12]1[CH:17]=[CH:16][C:15]([N+:18]([O-])=O)=[CH:14][CH:13]=1)[N:6]=[C:5]2[CH2:21][C:22]([O:24][CH2:25][CH3:26])=[O:23].C(OCC)(=O)C, predict the reaction product. The product is: [NH2:18][C:15]1[CH:14]=[CH:13][C:12]([CH2:11][N:7]2[C:8]3[C:4](=[CH:3][C:2]([F:1])=[CH:10][CH:9]=3)[C:5]([CH2:21][C:22]([O:24][CH2:25][CH3:26])=[O:23])=[N:6]2)=[CH:17][CH:16]=1.